Dataset: Peptide-MHC class I binding affinity with 185,985 pairs from IEDB/IMGT. Task: Regression. Given a peptide amino acid sequence and an MHC pseudo amino acid sequence, predict their binding affinity value. This is MHC class I binding data. (1) The peptide sequence is RVFKETLFL. The MHC is HLA-B27:03 with pseudo-sequence HLA-B27:03. The binding affinity (normalized) is 0.0847. (2) The peptide sequence is RYFPTAFEF. The binding affinity (normalized) is 0.548. The MHC is Mamu-B3901 with pseudo-sequence Mamu-B3901. (3) The peptide sequence is HPEIVIYQY. The MHC is HLA-B27:05 with pseudo-sequence HLA-B27:05. The binding affinity (normalized) is 0. (4) The peptide sequence is ESSDSGSGFWKALT. The MHC is Mamu-B3901 with pseudo-sequence Mamu-B3901. The binding affinity (normalized) is 0.567. (5) The peptide sequence is SEMIIPKIY. The MHC is HLA-B44:03 with pseudo-sequence HLA-B44:03. The binding affinity (normalized) is 0.764.